Dataset: Full USPTO retrosynthesis dataset with 1.9M reactions from patents (1976-2016). Task: Predict the reactants needed to synthesize the given product. The reactants are: [F:1][C:2]([F:14])([F:13])[C:3]([C:5]1[CH:10]=[CH:9][C:8]([F:11])=[CH:7][C:6]=1F)=[O:4].[Cl:15][C:16]1[CH:17]=[C:18]([CH:21]=[C:22]([Cl:24])[CH:23]=1)[CH2:19][NH2:20].C(N(CC)C(C)C)(C)C. Given the product [Cl:15][C:16]1[CH:17]=[C:18]([CH:21]=[C:22]([Cl:24])[CH:23]=1)[CH2:19][NH:20][C:6]1[CH:7]=[C:8]([F:11])[CH:9]=[CH:10][C:5]=1[C:3](=[O:4])[C:2]([F:14])([F:13])[F:1], predict the reactants needed to synthesize it.